From a dataset of NCI-60 drug combinations with 297,098 pairs across 59 cell lines. Regression. Given two drug SMILES strings and cell line genomic features, predict the synergy score measuring deviation from expected non-interaction effect. (1) Drug 1: C1=NC2=C(N=C(N=C2N1C3C(C(C(O3)CO)O)O)F)N. Synergy scores: CSS=8.44, Synergy_ZIP=-5.43, Synergy_Bliss=0.242, Synergy_Loewe=-2.62, Synergy_HSA=0.313. Cell line: NCIH23. Drug 2: CC1=C(C(CCC1)(C)C)C=CC(=CC=CC(=CC(=O)O)C)C. (2) Drug 1: CNC(=O)C1=CC=CC=C1SC2=CC3=C(C=C2)C(=NN3)C=CC4=CC=CC=N4. Drug 2: CC1CCCC2(C(O2)CC(NC(=O)CC(C(C(=O)C(C1O)C)(C)C)O)C(=CC3=CSC(=N3)C)C)C. Cell line: RXF 393. Synergy scores: CSS=0.470, Synergy_ZIP=-1.59, Synergy_Bliss=-5.04, Synergy_Loewe=-6.24, Synergy_HSA=-5.13. (3) Drug 1: C#CCC(CC1=CN=C2C(=N1)C(=NC(=N2)N)N)C3=CC=C(C=C3)C(=O)NC(CCC(=O)O)C(=O)O. Drug 2: C1=NNC2=C1C(=O)NC=N2. Cell line: SK-MEL-5. Synergy scores: CSS=15.0, Synergy_ZIP=-3.32, Synergy_Bliss=0.300, Synergy_Loewe=7.76, Synergy_HSA=4.29. (4) Drug 1: CC(C1=C(C=CC(=C1Cl)F)Cl)OC2=C(N=CC(=C2)C3=CN(N=C3)C4CCNCC4)N. Drug 2: CC1=C(N=C(N=C1N)C(CC(=O)N)NCC(C(=O)N)N)C(=O)NC(C(C2=CN=CN2)OC3C(C(C(C(O3)CO)O)O)OC4C(C(C(C(O4)CO)O)OC(=O)N)O)C(=O)NC(C)C(C(C)C(=O)NC(C(C)O)C(=O)NCCC5=NC(=CS5)C6=NC(=CS6)C(=O)NCCC[S+](C)C)O. Cell line: EKVX. Synergy scores: CSS=2.16, Synergy_ZIP=-2.50, Synergy_Bliss=-2.66, Synergy_Loewe=-2.23, Synergy_HSA=-2.30. (5) Drug 1: CCCCCOC(=O)NC1=NC(=O)N(C=C1F)C2C(C(C(O2)C)O)O. Drug 2: CC12CCC3C(C1CCC2OP(=O)(O)O)CCC4=C3C=CC(=C4)OC(=O)N(CCCl)CCCl.[Na+]. Cell line: A498. Synergy scores: CSS=0.725, Synergy_ZIP=0.274, Synergy_Bliss=0.473, Synergy_Loewe=-2.72, Synergy_HSA=-2.63.